Dataset: Full USPTO retrosynthesis dataset with 1.9M reactions from patents (1976-2016). Task: Predict the reactants needed to synthesize the given product. (1) Given the product [Br-:2].[CH2:3]([N+:10]12[CH2:25][CH2:24][NH:23][CH:11]1[CH2:12][NH:13][CH2:14][CH2:15]2)[C:4]1[CH:9]=[CH:8][CH:7]=[CH:6][CH:5]=1, predict the reactants needed to synthesize it. The reactants are: Cl.[Br-:2].[CH2:3]([N+:10]12[CH2:25][CH2:24][N:23](C(OC(C)(C)C)=O)[CH:11]1[CH2:12][N:13](C(OC(C)(C)C)=O)[CH2:14][CH2:15]2)[C:4]1[CH:9]=[CH:8][CH:7]=[CH:6][CH:5]=1. (2) Given the product [Cl:23][C:10]1[C:9]2[C:4](=[C:5]([CH3:32])[CH:6]=[C:7]([C:24]([C:26]3[N:30]([CH3:31])[CH:29]=[N:28][CH:27]=3)=[O:25])[CH:8]=2)[N:3]=[C:2]([O:34][CH3:33])[C:11]=1[CH2:12][C:13]1[CH:18]=[CH:17][CH:16]=[C:15]([C:19]([F:22])([F:21])[F:20])[CH:14]=1, predict the reactants needed to synthesize it. The reactants are: Cl[C:2]1[C:11]([CH2:12][C:13]2[CH:18]=[CH:17][CH:16]=[C:15]([C:19]([F:22])([F:21])[F:20])[CH:14]=2)=[C:10]([Cl:23])[C:9]2[C:4](=[C:5]([CH3:32])[CH:6]=[C:7]([C:24]([C:26]3[N:30]([CH3:31])[CH:29]=[N:28][CH:27]=3)=[O:25])[CH:8]=2)[N:3]=1.[CH3:33][O-:34].[Na+].